From a dataset of Full USPTO retrosynthesis dataset with 1.9M reactions from patents (1976-2016). Predict the reactants needed to synthesize the given product. (1) Given the product [O:39]=[CH:38][C@@H:37]([C@H:5]([C@@H:4]([C@@H:2]([CH2:1][OH:9])[OH:3])[OH:28])[OH:7])[OH:41].[NH2:10][C@H:2]([C:1]([OH:9])=[O:8])[CH2:40][CH2:38][C:37]([OH:42])=[O:41], predict the reactants needed to synthesize it. The reactants are: [C:1]([OH:9])(=[O:8])[CH:2]([CH2:4][C:5]([OH:7])=O)[OH:3].[NH2:10][C@H]1C[C@@H](C)CN(C2C([O:28]C)=C3C(C(=O)C(C(O)=O)=CN3C3CC3)=CC=2)C1.[C:37]([OH:42])(=[O:41])[CH:38]([CH3:40])[OH:39]. (2) Given the product [C:4]1([C:3]([C:2]2[CH:1]=[CH:4][CH:5]=[CH:6][CH:7]=2)=[CH2:3])[CH:5]=[CH:6][CH:7]=[CH:1][CH:2]=1, predict the reactants needed to synthesize it. The reactants are: [CH2:1]=[CH:2][CH2:3][CH2:4][CH2:5][CH2:6][CH2:7]SN1C(=O)C=CC1=O. (3) Given the product [C:1]([O:5][C:6]([N:8]([C:9]([O:10][C:11]([CH3:14])([CH3:13])[CH3:12])=[O:15])[C:16]1[CH:21]=[CH:20][CH:19]=[C:18]([CH2:22][Br:35])[N:17]=1)=[O:7])([CH3:2])([CH3:3])[CH3:4], predict the reactants needed to synthesize it. The reactants are: [C:1]([O:5][C:6]([N:8]([C:16]1[CH:21]=[CH:20][CH:19]=[C:18]([CH3:22])[N:17]=1)[C:9](=[O:15])[O:10][C:11]([CH3:14])([CH3:13])[CH3:12])=[O:7])([CH3:4])([CH3:3])[CH3:2].N(C(C)(C)C#N)=NC(C)(C)C#N.[Br:35]N1C(C)(C)C(=O)N(Br)C1=O. (4) Given the product [CH3:1][O:2][C:3]1[CH:4]=[C:5]([CH:24]=[CH:25][C:26]=1[O:27][CH3:28])[CH2:6][NH:7][C:8]1[N:13]2[N:14]=[C:15]([C:17]3[O:18][CH:19]=[CH:20][CH:21]=3)[N:16]=[C:12]2[CH:11]=[C:10]([CH2:22][CH2:23][OH:43])[N:9]=1, predict the reactants needed to synthesize it. The reactants are: [CH3:1][O:2][C:3]1[CH:4]=[C:5]([CH:24]=[CH:25][C:26]=1[O:27][CH3:28])[CH2:6][NH:7][C:8]1[N:13]2[N:14]=[C:15]([C:17]3[O:18][CH:19]=[CH:20][CH:21]=3)[N:16]=[C:12]2[CH:11]=[C:10]([CH:22]=[CH2:23])[N:9]=1.C12BC(CCC1)CCC2.[OH-].[Na+].OO.S([O-])(O)=[O:43].[Na+].C(=O)(O)[O-].[Na+]. (5) Given the product [CH3:32][S:29]([N:26]1[CH2:25][CH:24]=[C:23]([C:20]2[CH:21]=[CH:22][C:17]([O:16][CH:14]([CH:11]3[CH2:10][CH2:9][NH:8][CH2:13][CH2:12]3)[CH3:15])=[CH:18][CH:19]=2)[CH2:28][CH2:27]1)(=[O:30])=[O:31], predict the reactants needed to synthesize it. The reactants are: C(OC([N:8]1[CH2:13][CH2:12][CH:11]([CH:14]([O:16][C:17]2[CH:22]=[CH:21][C:20]([C:23]3[CH2:24][CH2:25][N:26]([S:29]([CH3:32])(=[O:31])=[O:30])[CH2:27][CH:28]=3)=[CH:19][CH:18]=2)[CH3:15])[CH2:10][CH2:9]1)=O)(C)(C)C.FC(F)(F)C(O)=O.